The task is: Predict the product of the given reaction.. This data is from Forward reaction prediction with 1.9M reactions from USPTO patents (1976-2016). (1) Given the reactants CO[C:3](=[O:15])[C:4]1[CH:9]=[CH:8][C:7]([N+:10]([O-:12])=[O:11])=[CH:6][C:5]=1[CH2:13]Br.[CH2:16]([NH2:18])[CH3:17], predict the reaction product. The product is: [CH2:16]([N:18]1[CH2:13][C:5]2[C:4](=[CH:9][CH:8]=[C:7]([N+:10]([O-:12])=[O:11])[CH:6]=2)[C:3]1=[O:15])[CH3:17]. (2) Given the reactants N1CCCC1.[OH:6][C:7]1[C:8]([C:13](=[O:15])[CH3:14])=[N:9][N:10]([CH3:12])[CH:11]=1.C([N:23]1[CH2:28][CH2:27][CH2:26][CH2:25][C:24]1=O)(OC(C)(C)C)=O, predict the reaction product. The product is: [CH3:12][N:10]1[CH:11]=[C:7]2[O:6][C:26]3([CH2:27][CH2:28][NH:23][CH2:24][CH2:25]3)[CH2:14][C:13](=[O:15])[C:8]2=[N:9]1. (3) Given the reactants I[C:2]1[CH:7]=[CH:6][C:5]([N:8]2[CH2:13][CH2:12][N:11]([C:14]3[N:15]=[C:16](CCCN)[C:17]4[S:22][CH2:21][CH2:20][C:18]=4[N:19]=3)[CH2:10][CH2:9]2)=[CH:4][CH:3]=1.[C:27]([NH2:35])(=[O:34])[C:28]1[CH:33]=[CH:32][N:31]=[CH:30][CH:29]=1.C(=O)([O-])[O-].[K+].[K+].C[N:43](C)[C@@H:44]1CCC[CH2:46][C@H:45]1N, predict the reaction product. The product is: [CH2:44]([NH:43][C:16]1[C:17]2[S:22][CH2:21][CH2:20][C:18]=2[N:19]=[C:14]([N:11]2[CH2:12][CH2:13][N:8]([C:5]3[CH:6]=[CH:7][C:2]([NH:35][C:27](=[O:34])[C:28]4[CH:33]=[CH:32][N:31]=[CH:30][CH:29]=4)=[CH:3][CH:4]=3)[CH2:9][CH2:10]2)[N:15]=1)[CH2:45][CH3:46]. (4) Given the reactants [Br:1][C:2]1[CH:3]=[C:4]([OH:12])[C:5]2[C:9]([CH:10]=1)=[N:8][N:7]([CH3:11])[CH:6]=2.O[C@H:14]([C@H:16]1[CH2:20][N:19]([C@H:21]([C:23]2[CH:28]=[CH:27][C:26]([O:29][CH3:30])=[CH:25][CH:24]=2)[CH3:22])[C:18](=[O:31])[CH2:17]1)[CH3:15].C1(P(C2C=CC=CC=2)C2C=CC=CC=2)C=CC=CC=1.N(C(OC(C)(C)C)=O)=NC(OC(C)(C)C)=O, predict the reaction product. The product is: [Br:1][C:2]1[CH:3]=[C:4]([O:12][C@@H:14]([C@H:16]2[CH2:20][N:19]([C@H:21]([C:23]3[CH:24]=[CH:25][C:26]([O:29][CH3:30])=[CH:27][CH:28]=3)[CH3:22])[C:18](=[O:31])[CH2:17]2)[CH3:15])[C:5]2[C:9]([CH:10]=1)=[N:8][N:7]([CH3:11])[CH:6]=2.